This data is from Peptide-MHC class I binding affinity with 185,985 pairs from IEDB/IMGT. The task is: Regression. Given a peptide amino acid sequence and an MHC pseudo amino acid sequence, predict their binding affinity value. This is MHC class I binding data. (1) The peptide sequence is MMNERDVSV. The MHC is HLA-A68:02 with pseudo-sequence HLA-A68:02. The binding affinity (normalized) is 0.414. (2) The peptide sequence is NGNFNFERV. The MHC is HLA-B07:02 with pseudo-sequence HLA-B07:02. The binding affinity (normalized) is 0.213. (3) The peptide sequence is GVLDKDLFT. The MHC is HLA-A02:01 with pseudo-sequence HLA-A02:01. The binding affinity (normalized) is 0.349. (4) The binding affinity (normalized) is 0.0847. The MHC is HLA-A69:01 with pseudo-sequence HLA-A69:01. The peptide sequence is NRRFVNVVP. (5) The peptide sequence is KYMDNELVY. The MHC is HLA-B08:03 with pseudo-sequence HLA-B08:03. The binding affinity (normalized) is 0.0847. (6) The peptide sequence is SEETGTLIV. The MHC is HLA-B40:02 with pseudo-sequence HLA-B40:02. The binding affinity (normalized) is 0.178. (7) The peptide sequence is KTSTLIFFV. The MHC is Mamu-A01 with pseudo-sequence Mamu-A01. The binding affinity (normalized) is 0.726. (8) The peptide sequence is ALDEKWNEFK. The MHC is HLA-A31:01 with pseudo-sequence HLA-A31:01. The binding affinity (normalized) is 0.178. (9) The peptide sequence is TLYCVHQGI. The MHC is HLA-B44:02 with pseudo-sequence HLA-B44:02. The binding affinity (normalized) is 0.